From a dataset of CYP3A4 inhibition data for predicting drug metabolism from PubChem BioAssay. Regression/Classification. Given a drug SMILES string, predict its absorption, distribution, metabolism, or excretion properties. Task type varies by dataset: regression for continuous measurements (e.g., permeability, clearance, half-life) or binary classification for categorical outcomes (e.g., BBB penetration, CYP inhibition). Dataset: cyp3a4_veith. (1) The molecule is COc1ccc(NC(=S)N2CCN(C/C=C/c3ccccc3)CC2)cc1OC. The result is 1 (inhibitor). (2) The compound is O=C(O)COc1ccc(-c2nccc(-c3cccs3)n2)cc1. The result is 0 (non-inhibitor). (3) The compound is COCC(=O)N1CCC2(CCN(Cc3ccccc3OC)CC2)CC1. The result is 0 (non-inhibitor). (4) The molecule is CC(C)(C)C(=O)[C@H]1[C@H](c2ccccc2)[C@@]2(N=C(c3ccccc3)OC2=O)C2c3ccccc3C=NN21. The result is 0 (non-inhibitor).